From a dataset of Peptide-MHC class I binding affinity with 185,985 pairs from IEDB/IMGT. Regression. Given a peptide amino acid sequence and an MHC pseudo amino acid sequence, predict their binding affinity value. This is MHC class I binding data. (1) The peptide sequence is RPQLGVGDV. The MHC is HLA-A30:01 with pseudo-sequence HLA-A30:01. The binding affinity (normalized) is 0.0847. (2) The peptide sequence is AIIRILQQL. The MHC is HLA-A11:01 with pseudo-sequence HLA-A11:01. The binding affinity (normalized) is 0.0419. (3) The peptide sequence is FEPQNGQFI. The MHC is H-2-Kb with pseudo-sequence H-2-Kb. The binding affinity (normalized) is 0.0352. (4) The peptide sequence is QEILDLWVY. The MHC is HLA-B45:01 with pseudo-sequence HLA-B45:01. The binding affinity (normalized) is 0.192. (5) The peptide sequence is SLRAEDTA. The MHC is HLA-A02:06 with pseudo-sequence HLA-A02:06. The binding affinity (normalized) is 0. (6) The peptide sequence is DLPEQLTEL. The MHC is HLA-A02:01 with pseudo-sequence HLA-A02:01. The binding affinity (normalized) is 0.379. (7) The peptide sequence is ISAEKTPIR. The MHC is HLA-A31:01 with pseudo-sequence HLA-A31:01. The binding affinity (normalized) is 0.0167.